From a dataset of Reaction yield outcomes from USPTO patents with 853,638 reactions. Predict the reaction yield, written as a fraction of the theoretical maximum amount of product (1.0 means a 100% yield; for example, 0.34 means a 34% yield). The product is [CH3:26][O:27][C:28](=[O:37])[C@@H:29]([NH:34][C:35]([N:18]1[CH2:17][CH:16]([OH:23])[C@@H:15]([NH:14][C:13](=[O:24])[C@@H:8]([NH:7][C:6]([O:5][C:1]([CH3:3])([CH3:4])[CH3:2])=[O:25])[CH2:9][CH:10]([CH3:12])[CH3:11])[CH2:21][CH2:20][C@H:19]1[CH3:22])=[O:36])[CH2:30][CH:31]([CH3:33])[CH3:32]. The reactants are [C:1]([O:5][C:6](=[O:25])[NH:7][C@H:8]([C:13](=[O:24])[NH:14][C@H:15]1[CH2:21][CH2:20][C@@H:19]([CH3:22])[NH:18][CH2:17][CH:16]1[OH:23])[CH2:9][CH:10]([CH3:12])[CH3:11])([CH3:4])([CH3:3])[CH3:2].[CH3:26][O:27][C:28](=[O:37])[C@@H:29]([N:34]=[C:35]=[O:36])[CH2:30][CH:31]([CH3:33])[CH3:32]. The yield is 0.910. The catalyst is C1COCC1.